From a dataset of Full USPTO retrosynthesis dataset with 1.9M reactions from patents (1976-2016). Predict the reactants needed to synthesize the given product. (1) Given the product [CH3:17][C:18]1([CH3:29])[O:23][C:22](=[O:24])[C:21](=[N:16][C:10]2[CH:11]=[CH:12][CH:13]=[C:14]3[C:9]=2[N:8]=[CH:7][C:6]([C:4]([O:3][CH2:1][CH3:2])=[O:5])=[CH:15]3)[C:20](=[O:28])[O:19]1, predict the reactants needed to synthesize it. The reactants are: [CH2:1]([O:3][C:4]([C:6]1[CH:7]=[N:8][C:9]2[C:14]([CH:15]=1)=[CH:13][CH:12]=[CH:11][C:10]=2[NH2:16])=[O:5])[CH3:2].[CH3:17][C:18]1([CH3:29])[O:23][C:22](=[O:24])[C:21](=COC)[C:20](=[O:28])[O:19]1. (2) Given the product [F:1][C:2]([F:14])([F:13])[O:3][C:4]1[CH:12]=[CH:11][C:7]([C:8]([Cl:17])=[O:9])=[CH:6][CH:5]=1, predict the reactants needed to synthesize it. The reactants are: [F:1][C:2]([F:14])([F:13])[O:3][C:4]1[CH:12]=[CH:11][C:7]([C:8](O)=[O:9])=[CH:6][CH:5]=1.S(Cl)([Cl:17])=O.CN(C)C(=O)C. (3) The reactants are: C([O:3][C:4](=O)[C:5]([NH:7][C:8]1[CH:13]=[CH:12][C:11]([C:14](=[O:33])[CH:15]=[CH:16][C:17]2[C:18]([N:27]3[CH2:32][CH2:31][O:30][CH2:29][CH2:28]3)=[N:19][C:20]3[C:25]([CH:26]=2)=[CH:24][CH:23]=[CH:22][CH:21]=3)=[CH:10][CH:9]=1)=[O:6])C.[NH3:35]. Given the product [N:27]1([C:18]2[C:17]([CH:16]=[CH:15][C:14]([C:11]3[CH:12]=[CH:13][C:8]([NH:7][C:5](=[O:6])[C:4]([NH2:35])=[O:3])=[CH:9][CH:10]=3)=[O:33])=[CH:26][C:25]3[C:20](=[CH:21][CH:22]=[CH:23][CH:24]=3)[N:19]=2)[CH2:28][CH2:29][O:30][CH2:31][CH2:32]1, predict the reactants needed to synthesize it. (4) Given the product [C:1]([OH:10])(=[O:9])[CH2:2][CH2:3][CH2:4][CH2:5][C:6]([OH:8])=[O:7].[N:11]1[C:16]2[NH:17][CH:18]=[CH:19][C:15]=2[C:14]([C:20]2[CH:21]=[N:22][N:23]([C:25]3([CH2:48][C:49]#[N:50])[CH2:28][N:27]([CH:29]4[CH2:30][CH2:31][N:32]([C:35](=[O:47])[C:36]5[CH:41]=[CH:40][N:39]=[C:38]([C:42]([F:45])([F:43])[F:44])[C:37]=5[F:46])[CH2:33][CH2:34]4)[CH2:26]3)[CH:24]=2)=[N:13][CH:12]=1, predict the reactants needed to synthesize it. The reactants are: [C:1]([OH:10])(=[O:9])[CH2:2][CH2:3][CH2:4][CH2:5][C:6]([OH:8])=[O:7].[N:11]1[C:16]2[NH:17][CH:18]=[CH:19][C:15]=2[C:14]([C:20]2[CH:21]=[N:22][N:23]([C:25]3([CH2:48][C:49]#[N:50])[CH2:28][N:27]([CH:29]4[CH2:34][CH2:33][N:32]([C:35](=[O:47])[C:36]5[CH:41]=[CH:40][N:39]=[C:38]([C:42]([F:45])([F:44])[F:43])[C:37]=5[F:46])[CH2:31][CH2:30]4)[CH2:26]3)[CH:24]=2)=[N:13][CH:12]=1.CCCCCCC. (5) Given the product [Br:1][C:2]1[CH:3]=[C:4]2[CH:10]=[CH:9][N:8]([CH2:20][O:19][CH2:18][CH2:17][Si:14]([CH3:16])([CH3:15])[CH3:13])[C:5]2=[N:6][CH:7]=1, predict the reactants needed to synthesize it. The reactants are: [Br:1][C:2]1[CH:3]=[C:4]2[CH:10]=[CH:9][NH:8][C:5]2=[N:6][CH:7]=1.[H-].[Na+].[CH3:13][Si:14]([CH2:17][CH2:18][O:19][CH2:20]Cl)([CH3:16])[CH3:15].